This data is from Reaction yield outcomes from USPTO patents with 853,638 reactions. The task is: Predict the reaction yield, written as a fraction of the theoretical maximum amount of product (1.0 means a 100% yield; for example, 0.34 means a 34% yield). The reactants are [Cl:1][C:2]1[CH:11]=[C:10]([C:12](=O)[CH3:13])[C:5]2[O:6][CH2:7][CH2:8][O:9][C:4]=2[CH:3]=1.[NH3:15].C(O)C.[BH4-].[Na+]. The catalyst is CC(C)[O-].[Ti+4].CC(C)[O-].CC(C)[O-].CC(C)[O-]. The product is [Cl:1][C:2]1[CH:11]=[C:10]([CH:12]([NH2:15])[CH3:13])[C:5]2[O:6][CH2:7][CH2:8][O:9][C:4]=2[CH:3]=1. The yield is 0.610.